From a dataset of Cav3 T-type calcium channel HTS with 100,875 compounds. Binary Classification. Given a drug SMILES string, predict its activity (active/inactive) in a high-throughput screening assay against a specified biological target. (1) The molecule is [O-][N+](=O)c1c(N2CCCCC2)ccc(c1)/C=N/OC(=O)c1ccc(cc1)C. The result is 0 (inactive). (2) The molecule is O=c1[nH]c2c(c(c1CCCC)C)cc(cc2)C. The result is 0 (inactive). (3) The molecule is O=C(N1CCNCC1)C(n1nnc(c1)CCC(O)=O)C. The result is 0 (inactive). (4) The molecule is Brc1c(cc2OCOc2c1)/C=N\NC(=O)C(SCc1ccccc1)C. The result is 1 (active). (5) The drug is O=C(N1CCCCCC1)c1c(=O)c2c([nH]c1)c(ccc2)C. The result is 0 (inactive). (6) The molecule is O1C(OCc2ccc(cc2)CO)CC(C=C1C(=O)N1CCN(CC1)C)c1ccccc1. The result is 0 (inactive). (7) The compound is Fc1c(Cn2c(=O)c3nnn(c3nc2)c2cc(OC)ccc2)cccc1. The result is 0 (inactive). (8) The drug is O1C2(C3(CC3)C(=C(C(/C2OC1=O)=C/CO)C\C(C)=C\c1ccccc1)C)C. The result is 0 (inactive). (9) The drug is S(=O)(=O)(Nc1c(cccc1)C)c1cc(CC)ccc1OC. The result is 0 (inactive).